From a dataset of Reaction yield outcomes from USPTO patents with 853,638 reactions. Predict the reaction yield, written as a fraction of the theoretical maximum amount of product (1.0 means a 100% yield; for example, 0.34 means a 34% yield). (1) The reactants are Br[C:2]1[C:19]2[C:10](=[CH:11][C:12]3[C:17](C=2)=[CH:16][CH:15]=[CH:14][CH:13]=3)[CH:9]=[C:8]2[C:3]=1[CH:4]=[CH:5][CH:6]=[CH:7]2.[C:20]1([CH3:26])[CH:25]=[CH:24][CH:23]=[CH:22][CH:21]=1.C(=O)(O)[O-].[Na+].C1(B(O)O)C=CC=CC=1. The catalyst is Cl[Pd](Cl)([P](C1C=CC=CC=1)(C1C=CC=CC=1)C1C=CC=CC=1)[P](C1C=CC=CC=1)(C1C=CC=CC=1)C1C=CC=CC=1.O.C(O)C. The product is [C:20]1([C:26]2[C:19]3[C:10](=[CH:9][C:8]4[C:3]([CH:2]=3)=[CH:4][CH:5]=[CH:6][CH:7]=4)[CH:11]=[C:12]3[C:17]=2[CH:16]=[CH:15][CH:14]=[CH:13]3)[CH:25]=[CH:24][CH:23]=[CH:22][CH:21]=1. The yield is 0.930. (2) The reactants are Br[C:2]1[C:8]([CH3:9])=[CH:7][CH:6]=[CH:5][C:3]=1[NH2:4].C(O[C:13]([SH:15])=[S:14])C.[K]. No catalyst specified. The product is [CH3:9][C:8]1[C:2]2[S:14][C:13]([SH:15])=[N:4][C:3]=2[CH:5]=[CH:6][CH:7]=1. The yield is 0.890. (3) The catalyst is C(Cl)(Cl)Cl.CO. The reactants are [C:1]([C:5]1[N:10]=[C:9]([N:11]2[CH2:16][CH2:15][N:14]([CH2:17][CH2:18][CH2:19][CH2:20][NH2:21])[CH2:13][CH2:12]2)[CH:8]=[C:7]([C:22]([F:25])([F:24])[F:23])[N:6]=1)([CH3:4])([CH3:3])[CH3:2].C1N=CN([C:31](N2C=NC=C2)=[O:32])C=1.[C:38]1([C:50]2[CH:55]=[CH:54][CH:53]=[CH:52][CH:51]=2)[CH:43]=[CH:42][C:41]([N:44]2[CH2:49][CH2:48][NH:47][CH2:46][CH2:45]2)=[CH:40][CH:39]=1. The yield is 0.230. The product is [C:38]1([C:50]2[CH:55]=[CH:54][CH:53]=[CH:52][CH:51]=2)[CH:43]=[CH:42][C:41]([N:44]2[CH2:45][CH2:46][N:47]([C:31]([NH:21][CH2:20][CH2:19][CH2:18][CH2:17][N:14]3[CH2:15][CH2:16][N:11]([C:9]4[CH:8]=[C:7]([C:22]([F:24])([F:25])[F:23])[N:6]=[C:5]([C:1]([CH3:4])([CH3:2])[CH3:3])[N:10]=4)[CH2:12][CH2:13]3)=[O:32])[CH2:48][CH2:49]2)=[CH:40][CH:39]=1. (4) The reactants are [CH2:1]([O:3][C:4](=[O:21])[C:5]1[CH:10]=[CH:9][C:8]([N:11]2[C:15]([OH:16])=[CH:14][C:13]([C:17]([F:20])([F:19])[F:18])=[N:12]2)=[CH:7][CH:6]=1)[CH3:2].[F:22][CH:23]([F:25])Cl.C(=O)([O-])[O-].[K+].[K+]. The catalyst is CN(C=O)C. The product is [CH2:1]([O:3][C:4](=[O:21])[C:5]1[CH:6]=[CH:7][C:8]([N:11]2[C:15]([O:16][CH:23]([F:25])[F:22])=[CH:14][C:13]([C:17]([F:20])([F:18])[F:19])=[N:12]2)=[CH:9][CH:10]=1)[CH3:2]. The yield is 0.940. (5) The reactants are [CH3:1][N:2]([CH3:24])[CH2:3][C:4]([N:6]([CH3:23])[C:7]1[CH:8]=[CH:9][C:10]([O:21][CH3:22])=[C:11]([NH:13]C(=O)OC(C)(C)C)[CH:12]=1)=[O:5].Cl.C(OCC)(=O)C.C(=O)([O-])[O-].[K+].[K+]. The catalyst is O1CCOCC1.O. The product is [NH2:13][C:11]1[CH:12]=[C:7]([N:6]([CH3:23])[C:4](=[O:5])[CH2:3][N:2]([CH3:24])[CH3:1])[CH:8]=[CH:9][C:10]=1[O:21][CH3:22]. The yield is 0.840. (6) The reactants are [CH2:1]([NH:3][C:4]([C:6]1[C:10](Br)=[C:9]([C:12]2[CH:17]=[C:16]([Cl:18])[C:15]([O:19][CH2:20][C:21]3[CH:26]=[CH:25][CH:24]=[CH:23][CH:22]=3)=[CH:14][C:13]=2[O:27][CH2:28][C:29]2[CH:34]=[CH:33][CH:32]=[CH:31][CH:30]=2)[O:8][N:7]=1)=[O:5])[CH3:2].[Cl:35][C:36]1[CH:37]=[C:38](B(O)O)[CH:39]=[CH:40][CH:41]=1. No catalyst specified. The product is [CH2:1]([NH:3][C:4]([C:6]1[C:10]([C:40]2[CH:39]=[CH:38][CH:37]=[C:36]([Cl:35])[CH:41]=2)=[C:9]([C:12]2[CH:17]=[C:16]([Cl:18])[C:15]([O:19][CH2:20][C:21]3[CH:26]=[CH:25][CH:24]=[CH:23][CH:22]=3)=[CH:14][C:13]=2[O:27][CH2:28][C:29]2[CH:34]=[CH:33][CH:32]=[CH:31][CH:30]=2)[O:8][N:7]=1)=[O:5])[CH3:2]. The yield is 0.550. (7) The reactants are [C@:1]12(CS(O)(=O)=O)[C:2](C)([CH3:4])[CH:1]([CH2:7][CH2:7]1)[CH2:4][C:2]2=O.[NH2:16][C@:17]1([C:24]([O-:26])=[O:25])[CH2:21][C:20](=[O:22])[NH:19][C:18]1=[O:23].[C:27]([O-])(=O)[CH3:28].[Na+].COC1CCC(OC)O1. The catalyst is C(O)(=O)C.C(OCC)(=O)C. The product is [O:23]=[C:18]1[C@@:17]([N:16]2[CH:4]=[CH:2][CH:1]=[CH:7]2)([C:24]([O:26][CH2:27][CH3:28])=[O:25])[CH2:21][C:20](=[O:22])[NH:19]1. The yield is 0.970. (8) The reactants are [NH2:1][C:2]1[CH:3]=[C:4]([NH:8][C:9](=[O:18])[O:10][CH2:11][C:12]2[CH:17]=[CH:16][CH:15]=[CH:14][CH:13]=2)[CH:5]=[CH:6][CH:7]=1. The catalyst is C(O)C. The product is [CH:11]([C:12]1[CH:13]=[N:1][C:2]2[C:7]([CH:17]=1)=[CH:6][CH:5]=[C:4]([NH:8][C:9](=[O:18])[O:10][CH2:11][C:12]1[CH:13]=[CH:14][CH:15]=[CH:16][CH:17]=1)[CH:3]=2)=[O:10]. The yield is 0.990. (9) The product is [CH:3]1[CH:8]=[N:7][CH:6]=[C:5]([CH2:9][C:10]([P:12]([O-:14])([OH:15])=[O:13])([P:16]([OH:19])([OH:18])=[O:17])[OH:11])[CH:4]=1.[Na+:2]. The yield is 0.510. The reactants are [OH-].[Na+:2].[CH:3]1[CH:8]=[N:7][CH:6]=[C:5]([CH2:9][C:10]([P:16]([OH:19])([OH:18])=[O:17])([P:12]([OH:15])([OH:14])=[O:13])[OH:11])[CH:4]=1. The catalyst is O.CO.